Dataset: NCI-60 drug combinations with 297,098 pairs across 59 cell lines. Task: Regression. Given two drug SMILES strings and cell line genomic features, predict the synergy score measuring deviation from expected non-interaction effect. Cell line: OVCAR-4. Synergy scores: CSS=18.0, Synergy_ZIP=-1.13, Synergy_Bliss=1.29, Synergy_Loewe=-11.1, Synergy_HSA=0.706. Drug 1: CC1C(C(=O)NC(C(=O)N2CCCC2C(=O)N(CC(=O)N(C(C(=O)O1)C(C)C)C)C)C(C)C)NC(=O)C3=C4C(=C(C=C3)C)OC5=C(C(=O)C(=C(C5=N4)C(=O)NC6C(OC(=O)C(N(C(=O)CN(C(=O)C7CCCN7C(=O)C(NC6=O)C(C)C)C)C)C(C)C)C)N)C. Drug 2: C(CN)CNCCSP(=O)(O)O.